Dataset: Forward reaction prediction with 1.9M reactions from USPTO patents (1976-2016). Task: Predict the product of the given reaction. (1) The product is: [Cl:11][C:3]1[CH:4]=[C:5]([N+:8]([O-:10])=[O:9])[CH:6]=[CH:7][C:2]=1[O:18][CH2:17][C:16]1[CH:19]=[CH:20][C:13]([Cl:12])=[CH:14][CH:15]=1. Given the reactants Cl[C:2]1[CH:7]=[CH:6][C:5]([N+:8]([O-:10])=[O:9])=[CH:4][C:3]=1[Cl:11].[Cl:12][C:13]1[CH:20]=[CH:19][C:16]([CH2:17][OH:18])=[CH:15][CH:14]=1.C(=O)([O-])[O-].[K+].[K+], predict the reaction product. (2) Given the reactants Cl.[NH2:2][C:3]1[CH:8]=[CH:7][C:6]([OH:9])=[CH:5][C:4]=1[Cl:10].Cl[C:12]([O:14][CH2:15][C:16]1[CH:21]=[CH:20][CH:19]=[CH:18][CH:17]=1)=[O:13], predict the reaction product. The product is: [Cl:10][C:4]1[CH:5]=[C:6]([OH:9])[CH:7]=[CH:8][C:3]=1[NH:2][C:12](=[O:13])[O:14][CH2:15][C:16]1[CH:21]=[CH:20][CH:19]=[CH:18][CH:17]=1.